Dataset: Forward reaction prediction with 1.9M reactions from USPTO patents (1976-2016). Task: Predict the product of the given reaction. The product is: [NH:15]1[C:16]2[CH2:17][CH2:18][CH2:19][CH:11]([NH2:10])[C:12]=2[CH:13]=[N:14]1. Given the reactants C(OC(=O)[NH:10][CH:11]1[CH2:19][CH2:18][CH2:17][C:16]2[NH:15][N:14]=[CH:13][C:12]1=2)C1C=CC=CC=1, predict the reaction product.